From a dataset of Catalyst prediction with 721,799 reactions and 888 catalyst types from USPTO. Predict which catalyst facilitates the given reaction. Reactant: C([Si](C(C)C)(C(C)C)[O:5][C:6]([C:9]1[CH:14]=[CH:13][CH:12]=[CH:11][N:10]=1)=[CH:7][Cl:8])(C)C.C([O-])(O)=O.[Na+].C(Cl)Cl. Product: [Cl:8][CH2:7][C:6]([C:9]1[CH:14]=[CH:13][CH:12]=[CH:11][N:10]=1)=[O:5]. The catalyst class is: 10.